Dataset: Forward reaction prediction with 1.9M reactions from USPTO patents (1976-2016). Task: Predict the product of the given reaction. (1) Given the reactants [CH3:1][O:2][C:3](=[O:14])[C:4]1[CH:9]=[CH:8][C:7]([OH:10])=[CH:6][C:5]=1[N+:11]([O-])=O.C([O-])=O.[NH4+], predict the reaction product. The product is: [CH3:1][O:2][C:3](=[O:14])[C:4]1[CH:9]=[CH:8][C:7]([OH:10])=[CH:6][C:5]=1[NH2:11]. (2) The product is: [Cl:1][C:2]1[CH:7]=[CH:6][CH:5]=[C:4]([Cl:8])[C:3]=1[CH2:9][C:10]([NH:20][C:19]1[C:14]([Cl:13])=[N:15][CH:16]=[N:17][C:18]=1[Cl:21])=[O:11]. Given the reactants [Cl:1][C:2]1[CH:7]=[CH:6][CH:5]=[C:4]([Cl:8])[C:3]=1[CH2:9][C:10](Cl)=[O:11].[Cl:13][C:14]1[C:19]([NH2:20])=[C:18]([Cl:21])[N:17]=[CH:16][N:15]=1, predict the reaction product. (3) Given the reactants [CH2:1]([C:8]1[CH:9]=[C:10]([C:23](=[O:34])[CH2:24][C:25]([C:27]2C=C(C)[CH:30]=[CH:29][N:28]=2)=[O:26])[CH:11]=[C:12]([CH2:14][N:15]2[CH2:20][CH2:19][CH2:18][CH2:17][S:16]2(=[O:22])=[O:21])[CH:13]=1)[C:2]1[CH:7]=[CH:6][CH:5]=[CH:4][CH:3]=1.C(C1C=C(C(=O)C)C=C(CN2CCCC[S:50]2(=O)=O)C=1)C1C=CC=CC=1.S1C=CN=C1C(OCC)=O, predict the reaction product. The product is: [CH2:1]([C:8]1[CH:9]=[C:10]([C:23](=[O:34])[CH2:24][C:25]([C:27]2[S:50][CH:30]=[CH:29][N:28]=2)=[O:26])[CH:11]=[C:12]([CH2:14][N:15]2[CH2:20][CH2:19][CH2:18][CH2:17][S:16]2(=[O:22])=[O:21])[CH:13]=1)[C:2]1[CH:7]=[CH:6][CH:5]=[CH:4][CH:3]=1. (4) The product is: [NH2:40][CH2:41][CH:42]1[CH:43]([OH:47])[CH2:44][N:45]([C:2]2[C:7]([C:8]3[CH:9]=[N:10][CH:11]=[C:12]([F:14])[CH:13]=3)=[CH:6][C:5]([C:15]([NH:17][C:18]3[CH:19]=[CH:20][C:21]([O:24][C:25]([Cl:28])([F:26])[F:27])=[CH:22][CH:23]=3)=[O:16])=[CH:4][N:3]=2)[CH2:46]1. Given the reactants Cl[C:2]1[C:7]([C:8]2[CH:9]=[N:10][CH:11]=[C:12]([F:14])[CH:13]=2)=[CH:6][C:5]([C:15]([NH:17][C:18]2[CH:23]=[CH:22][C:21]([O:24][C:25]([Cl:28])([F:27])[F:26])=[CH:20][CH:19]=2)=[O:16])=[CH:4][N:3]=1.CCN(C(C)C)C(C)C.Cl.Cl.[NH2:40][CH2:41][CH:42]1[CH2:46][NH:45][CH2:44][CH:43]1[OH:47].C([O-])([O-])=O.[Na+].[Na+], predict the reaction product. (5) Given the reactants CN(C=O)C.[Cl:6][C:7]1[CH:8]=[C:9]([C:13]2([C:21]#[N:22])[CH2:19][C@@H:18]3[NH:20][C@@H:15]([CH2:16][CH2:17]3)[CH2:14]2)[CH:10]=[N:11][CH:12]=1.Cl[CH2:24][CH2:25][S:26][CH3:27].C([O-])([O-])=O.[K+].[K+], predict the reaction product. The product is: [Cl:6][C:7]1[CH:8]=[C:9]([C:13]2([C:21]#[N:22])[CH2:19][C@@H:18]3[N:20]([CH2:24][CH2:25][S:26][CH3:27])[C@@H:15]([CH2:16][CH2:17]3)[CH2:14]2)[CH:10]=[N:11][CH:12]=1. (6) Given the reactants [CH2:1]([N:4]1[C:12]2[C:11]([Cl:13])=[N:10][CH:9]=[N:8][C:7]=2[C:6](Br)=[CH:5]1)[CH:2]=[CH2:3].[Li]CCCC.[F:20][C:21]([F:41])([F:40])[C:22]([C:24]1[CH:25]=[C:26]2[C:30](=[CH:31][CH:32]=1)[N:29]([C:33]1[CH:38]=[CH:37][C:36]([F:39])=[CH:35][CH:34]=1)[N:28]=[CH:27]2)=[O:23], predict the reaction product. The product is: [CH2:1]([N:4]1[C:12]2[C:11]([Cl:13])=[N:10][CH:9]=[N:8][C:7]=2[C:6]([C:22]([C:24]2[CH:25]=[C:26]3[C:30](=[CH:31][CH:32]=2)[N:29]([C:33]2[CH:38]=[CH:37][C:36]([F:39])=[CH:35][CH:34]=2)[N:28]=[CH:27]3)([OH:23])[C:21]([F:40])([F:20])[F:41])=[CH:5]1)[CH:2]=[CH2:3]. (7) Given the reactants [CH2:1]([CH:3]([CH2:7][CH2:8][CH2:9][CH3:10])[CH2:4][Mg]Br)[CH3:2].[CH2:11]([CH:13]([CH2:17][CH2:18][CH2:19][CH3:20])CC#N)[CH3:12].C([O:23][CH2:24][CH3:25])C, predict the reaction product. The product is: [CH2:1]([CH:3]([CH2:4][C:24](=[O:23])[CH2:25][CH:13]([CH2:11][CH3:12])[CH2:17][CH2:18][CH2:19][CH3:20])[CH2:7][CH2:8][CH2:9][CH3:10])[CH3:2].